Dataset: TCR-epitope binding with 47,182 pairs between 192 epitopes and 23,139 TCRs. Task: Binary Classification. Given a T-cell receptor sequence (or CDR3 region) and an epitope sequence, predict whether binding occurs between them. The epitope is SFHSLHLLF. The TCR CDR3 sequence is CASSEDRAATGELFF. Result: 1 (the TCR binds to the epitope).